From a dataset of Full USPTO retrosynthesis dataset with 1.9M reactions from patents (1976-2016). Predict the reactants needed to synthesize the given product. (1) The reactants are: [CH3:1][S:2]([N:5]([C:10]1[CH:19]=[CH:18][CH:17]=[C:16]2[C:11]=1[CH:12]=[CH:13][C:14]([S:25]([O-:28])(=O)=[O:26])=[C:15]2[O:20][S:21]([CH3:24])(=[O:23])=[O:22])[S:6]([CH3:9])(=[O:8])=[O:7])(=[O:4])=[O:3].C(#N)C.CN1CCCC1=O.P(Cl)(Cl)([Cl:41])=O. Given the product [CH3:1][S:2]([N:5]([C:10]1[CH:19]=[CH:18][CH:17]=[C:16]2[C:11]=1[CH:12]=[CH:13][C:14]([S:25]([Cl:41])(=[O:28])=[O:26])=[C:15]2[O:20][S:21]([CH3:24])(=[O:23])=[O:22])[S:6]([CH3:9])(=[O:8])=[O:7])(=[O:4])=[O:3], predict the reactants needed to synthesize it. (2) Given the product [I:1][C:2]1[CH:3]=[C:4]([NH:5][CH2:10][CH2:11][OH:12])[CH:6]=[CH:7][CH:8]=1, predict the reactants needed to synthesize it. The reactants are: [I:1][C:2]1[CH:3]=[C:4]([CH:6]=[CH:7][CH:8]=1)[NH2:5].Br[CH2:10][CH2:11][OH:12].C([O-])(O)=O.[Na+].